From a dataset of NCI-60 drug combinations with 297,098 pairs across 59 cell lines. Regression. Given two drug SMILES strings and cell line genomic features, predict the synergy score measuring deviation from expected non-interaction effect. (1) Drug 1: CC1OCC2C(O1)C(C(C(O2)OC3C4COC(=O)C4C(C5=CC6=C(C=C35)OCO6)C7=CC(=C(C(=C7)OC)O)OC)O)O. Drug 2: N.N.Cl[Pt+2]Cl. Cell line: RPMI-8226. Synergy scores: CSS=39.3, Synergy_ZIP=1.79, Synergy_Bliss=-1.29, Synergy_Loewe=-26.3, Synergy_HSA=-6.94. (2) Drug 1: C1=C(C(=O)NC(=O)N1)N(CCCl)CCCl. Synergy scores: CSS=55.3, Synergy_ZIP=-8.51, Synergy_Bliss=-4.00, Synergy_Loewe=-0.837, Synergy_HSA=0.675. Cell line: LOX IMVI. Drug 2: C1=CC=C(C=C1)NC(=O)CCCCCCC(=O)NO. (3) Drug 1: COC1=CC(=CC(=C1O)OC)C2C3C(COC3=O)C(C4=CC5=C(C=C24)OCO5)OC6C(C(C7C(O6)COC(O7)C8=CC=CS8)O)O. Drug 2: C1CNP(=O)(OC1)N(CCCl)CCCl. Cell line: A549. Synergy scores: CSS=45.1, Synergy_ZIP=3.74, Synergy_Bliss=5.40, Synergy_Loewe=-34.1, Synergy_HSA=6.09. (4) Drug 1: CC1=C(C=C(C=C1)NC2=NC=CC(=N2)N(C)C3=CC4=NN(C(=C4C=C3)C)C)S(=O)(=O)N.Cl. Drug 2: CC1=C(C=C(C=C1)NC(=O)C2=CC=C(C=C2)CN3CCN(CC3)C)NC4=NC=CC(=N4)C5=CN=CC=C5. Cell line: OVCAR3. Synergy scores: CSS=-3.25, Synergy_ZIP=1.50, Synergy_Bliss=-0.766, Synergy_Loewe=-1.94, Synergy_HSA=-3.44. (5) Drug 1: CN1C(=O)N2C=NC(=C2N=N1)C(=O)N. Drug 2: CC1=C(C(=CC=C1)Cl)NC(=O)C2=CN=C(S2)NC3=CC(=NC(=N3)C)N4CCN(CC4)CCO. Cell line: OVCAR-8. Synergy scores: CSS=0.382, Synergy_ZIP=-0.0302, Synergy_Bliss=1.92, Synergy_Loewe=-4.56, Synergy_HSA=-0.198.